This data is from NCI-60 drug combinations with 297,098 pairs across 59 cell lines. The task is: Regression. Given two drug SMILES strings and cell line genomic features, predict the synergy score measuring deviation from expected non-interaction effect. Drug 1: CC12CCC3C(C1CCC2=O)CC(=C)C4=CC(=O)C=CC34C. Drug 2: C1CN(P(=O)(OC1)NCCCl)CCCl. Cell line: U251. Synergy scores: CSS=55.4, Synergy_ZIP=0.794, Synergy_Bliss=1.43, Synergy_Loewe=-21.1, Synergy_HSA=2.07.